From a dataset of Forward reaction prediction with 1.9M reactions from USPTO patents (1976-2016). Predict the product of the given reaction. (1) Given the reactants [NH:1]1[CH2:4][CH:3]([C:5]2[CH:10]=[CH:9][C:8]([NH:11][C:12]3[CH:20]=[C:19]([NH:21][CH2:22][C:23]4[CH:28]=[CH:27][CH:26]=[C:25]([F:29])[C:24]=4[F:30])[C:15]([C:16]([NH2:18])=[O:17])=[CH:14][N:13]=3)=[CH:7][CH:6]=2)[CH2:2]1.CCN(C(C)C)C(C)C.[C:40](O)(C(F)(F)F)=[O:41], predict the reaction product. The product is: [F:30][C:24]1[C:25]([F:29])=[CH:26][CH:27]=[CH:28][C:23]=1[CH2:22][NH:21][C:19]1[C:15]([C:16]([NH2:18])=[O:17])=[CH:14][N:13]=[C:12]([NH:11][C:8]2[CH:9]=[CH:10][C:5]([CH:3]3[CH2:4][N:1]([CH:40]=[O:41])[CH2:2]3)=[CH:6][CH:7]=2)[CH:20]=1. (2) Given the reactants C(NC(C)C)(C)C.[Li]CCCC.[Br:13][C:14]1[CH:22]=[CH:21][C:17]([C:18]([OH:20])=[O:19])=[C:16]([CH3:23])[CH:15]=1.[C:24](=O)([O:27]C)[O:25]C, predict the reaction product. The product is: [Br:13][C:14]1[CH:22]=[CH:21][C:17]([C:18]([OH:20])=[O:19])=[C:16]([CH2:23][C:24]([OH:27])=[O:25])[CH:15]=1. (3) Given the reactants [Cl:1][C:2]1[C:3]([CH2:12][O:13][C:14]2[CH:23]=[C:22]3[C:17]([CH2:18][CH2:19][C:20]([CH3:25])([CH3:24])[O:21]3)=[CH:16][CH:15]=2)=[CH:4][C:5]([F:11])=[C:6]([CH:10]=1)[C:7](O)=[O:8].[CH3:26][NH:27][S:28](=[O:31])(=[O:30])[NH2:29].Cl.C(N=C=NCCCN(C)C)C, predict the reaction product. The product is: [Cl:1][C:2]1[C:3]([CH2:12][O:13][C:14]2[CH:23]=[C:22]3[C:17]([CH2:18][CH2:19][C:20]([CH3:25])([CH3:24])[O:21]3)=[CH:16][CH:15]=2)=[CH:4][C:5]([F:11])=[C:6]([CH:10]=1)[C:7]([NH:29][S:28](=[O:31])(=[O:30])[NH:27][CH3:26])=[O:8].